Dataset: Catalyst prediction with 721,799 reactions and 888 catalyst types from USPTO. Task: Predict which catalyst facilitates the given reaction. (1) Reactant: F[C:2]1[CH:10]=[CH:9][C:5]([C:6]([OH:8])=[O:7])=[CH:4][C:3]=1[N+:11]([O-:13])=[O:12].[NH2:14][CH2:15][CH2:16][C:17]([NH:20][C:21](=[O:27])[O:22][C:23]([CH3:26])([CH3:25])[CH3:24])([CH3:19])[CH3:18].C(=O)([O-])[O-].[K+].[K+]. Product: [C:23]([O:22][C:21]([NH:20][C:17]([CH3:19])([CH3:18])[CH2:16][CH2:15][NH:14][C:2]1[CH:10]=[CH:9][C:5]([C:6]([OH:8])=[O:7])=[CH:4][C:3]=1[N+:11]([O-:13])=[O:12])=[O:27])([CH3:26])([CH3:25])[CH3:24]. The catalyst class is: 9. (2) Reactant: [N:1]1[C:10]2[C:5](=[CH:6][CH:7]=[CH:8][CH:9]=2)[C:4]([CH:11]=[CH:12][CH2:13][NH2:14])=[CH:3][CH:2]=1. Product: [N:1]1[C:10]2[C:5](=[CH:6][CH:7]=[CH:8][CH:9]=2)[C:4]([CH2:11][CH2:12][CH2:13][NH2:14])=[CH:3][CH:2]=1. The catalyst class is: 43.